This data is from Forward reaction prediction with 1.9M reactions from USPTO patents (1976-2016). The task is: Predict the product of the given reaction. (1) Given the reactants Br[C:2]1[N:7]=[C:6]([O:8][CH3:9])[C:5]([NH2:10])=[CH:4][CH:3]=1.[CH3:11][N:12]1[CH:16]=[CH:15][N:14]=[C:13]1[CH3:17].CC([O-])=O.[K+], predict the reaction product. The product is: [CH3:11][N:12]1[C:16]([C:2]2[N:7]=[C:6]([O:8][CH3:9])[C:5]([NH2:10])=[CH:4][CH:3]=2)=[CH:15][N:14]=[C:13]1[CH3:17]. (2) Given the reactants FC(F)(F)C([NH:5][C:6]1[CH:11]=[C:10]([CH3:12])[C:9]([CH:13]=[O:14])=[C:8]([CH3:15])[CH:7]=1)=O.[OH-].[Na+], predict the reaction product. The product is: [NH2:5][C:6]1[CH:7]=[C:8]([CH3:15])[C:9]([CH:13]=[O:14])=[C:10]([CH3:12])[CH:11]=1. (3) Given the reactants Cl[C:2]1[C:7]([CH3:8])=[C:6]([Cl:9])[N:5]=[CH:4][C:3]=1[C:10]([N:12]1[CH2:17][CH2:16][CH:15]([C:18]2[CH:23]=[CH:22][C:21]([F:24])=[CH:20][CH:19]=2)[CH2:14][CH2:13]1)=[O:11].[NH2:25][C:26]1[CH:31]=[CH:30][CH:29]=[C:28]([CH3:32])[CH:27]=1, predict the reaction product. The product is: [Cl:9][C:6]1[N:5]=[CH:4][C:3]([C:10]([N:12]2[CH2:17][CH2:16][CH:15]([C:18]3[CH:23]=[CH:22][C:21]([F:24])=[CH:20][CH:19]=3)[CH2:14][CH2:13]2)=[O:11])=[C:2]([NH:25][C:26]2[CH:27]=[C:28]([CH3:32])[CH:29]=[CH:30][CH:31]=2)[C:7]=1[CH3:8]. (4) Given the reactants [OH:1][C:2]1[CH:3]=[C:4]([C:10](=O)[CH3:11])[CH:5]=[CH:6][C:7]=1[O:8][CH3:9].Cl.[CH3:14][C:15]1[CH:16]=[C:17]([CH:21]=[CH:22][CH:23]=1)[CH2:18][O:19][NH2:20], predict the reaction product. The product is: [CH3:14][C:15]1[CH:16]=[C:17]([CH:21]=[CH:22][CH:23]=1)[CH2:18][O:19]/[N:20]=[C:10](/[C:4]1[CH:5]=[CH:6][C:7]([O:8][CH3:9])=[C:2]([OH:1])[CH:3]=1)\[CH3:11]. (5) Given the reactants [C:1]([O:5][C:6](=O)N[C@H](C)C(N(OC)C)=O)([CH3:4])([CH3:3])C.[Mg:17].COC1C=CC([Br:26])=CC=1.[I-].O1C[CH2:31][CH2:30][CH2:29]1, predict the reaction product. The product is: [CH3:6][O:5][C:1]1[CH:3]=[CH:31][C:30]([Mg:17][Br:26])=[CH:29][CH:4]=1. (6) Given the reactants [CH2:1]([O:3][C:4]([C:6]1[O:14]C2N=NC=CC=2C=1O)=[O:5])[CH3:2].C(O[C:19](=[O:29])[C:20]1[C:25]([O:26][CH3:27])=[CH:24][CH:23]=[N:22][C:21]=1Cl)C, predict the reaction product. The product is: [CH2:1]([O:3][C:4]([C:6]1[O:14][C:21]2=[N:22][CH:23]=[CH:24][C:25]([O:26][CH3:27])=[C:20]2[C:19]=1[OH:29])=[O:5])[CH3:2]. (7) Given the reactants [CH3:1][C:2]1[C:6]([C:7]([O:9][CH2:10][CH3:11])=[O:8])=[CH:5][NH:4][N:3]=1.Cl[C:13]1[CH:18]=[CH:17][CH:16]=[CH:15][N:14]=1.[H-].[Na+].CN(C)C=O, predict the reaction product. The product is: [CH3:1][C:2]1[C:6]([C:7]([O:9][CH2:10][CH3:11])=[O:8])=[CH:5][N:4]([C:13]2[CH:18]=[CH:17][CH:16]=[CH:15][N:14]=2)[N:3]=1. (8) Given the reactants [NH2:1][C:2]1[C:3]([C:16]([O:18][CH2:19][CH3:20])=[O:17])=[N:4][CH:5]=[C:6]([CH2:8][C:9]2[CH:14]=[CH:13][C:12]([F:15])=[CH:11][CH:10]=2)[CH:7]=1.[O:21]=[C:22]1[C:30]2[C:25](=[CH:26][CH:27]=[CH:28][CH:29]=2)[C:24](=[O:31])[N:23]1[CH2:32][CH:33]=O.C(O[BH-](OC(=O)C)OC(=O)C)(=O)C.[Na+], predict the reaction product. The product is: [O:21]=[C:22]1[C:30]2[C:25](=[CH:26][CH:27]=[CH:28][CH:29]=2)[C:24](=[O:31])[N:23]1[CH2:32][CH2:33][NH:1][C:2]1[C:3]([C:16]([O:18][CH2:19][CH3:20])=[O:17])=[N:4][CH:5]=[C:6]([CH2:8][C:9]2[CH:10]=[CH:11][C:12]([F:15])=[CH:13][CH:14]=2)[CH:7]=1. (9) Given the reactants [BH4-].[Na+].[C:3]([N:6]1[CH2:11][CH2:10][N:9]([CH:12]2[CH2:17][CH2:16][N:15]([C:18]3[CH:23]=[CH:22][C:21]([N+:24]([O-])=O)=[C:20]([O:27][CH3:28])[CH:19]=3)[CH2:14][CH2:13]2)[CH2:8][CH2:7]1)(=[O:5])[CH3:4].CO, predict the reaction product. The product is: [C:3]([N:6]1[CH2:7][CH2:8][N:9]([CH:12]2[CH2:17][CH2:16][N:15]([C:18]3[CH:23]=[CH:22][C:21]([NH2:24])=[C:20]([O:27][CH3:28])[CH:19]=3)[CH2:14][CH2:13]2)[CH2:10][CH2:11]1)(=[O:5])[CH3:4].